This data is from Forward reaction prediction with 1.9M reactions from USPTO patents (1976-2016). The task is: Predict the product of the given reaction. (1) The product is: [Cl:1][C:2]1[CH:10]=[CH:9][C:5]([C:6]2([CH:7]([NH2:8])[CH2:4][CH:5]([CH3:9])[CH3:6])[CH2:14][CH2:13][CH2:12]2)=[CH:4][CH:3]=1. Given the reactants [Cl:1][C:2]1[CH:10]=[CH:9][C:5]([CH2:6][C:7]#[N:8])=[CH:4][CH:3]=1.Br[CH2:12][CH2:13][CH2:14]Br, predict the reaction product. (2) Given the reactants [CH3:1][O:2][C:3]([C:5]1[CH:6]=[C:7]2[C:11](=[CH:12][CH:13]=1)[N:10]([CH3:14])[CH:9]=[CH:8]2)=[O:4].[N+:15]([C:18]1[CH:25]=[CH:24][C:21]([CH2:22]Br)=[CH:20][CH:19]=1)([O-:17])=[O:16].O1CCOCC1, predict the reaction product. The product is: [CH3:1][O:2][C:3]([C:5]1[CH:6]=[C:7]2[C:11](=[CH:12][CH:13]=1)[N:10]([CH3:14])[CH:9]=[C:8]2[CH2:22][C:21]1[CH:24]=[CH:25][C:18]([N+:15]([O-:17])=[O:16])=[CH:19][CH:20]=1)=[O:4].